Dataset: TCR-epitope binding with 47,182 pairs between 192 epitopes and 23,139 TCRs. Task: Binary Classification. Given a T-cell receptor sequence (or CDR3 region) and an epitope sequence, predict whether binding occurs between them. (1) The epitope is SSNVANYQK. Result: 0 (the TCR does not bind to the epitope). The TCR CDR3 sequence is CASSLLPDPRSSGGYTF. (2) The epitope is ILKEPVHGV. The TCR CDR3 sequence is CASSSRGSGYGYTF. Result: 0 (the TCR does not bind to the epitope). (3) Result: 1 (the TCR binds to the epitope). The TCR CDR3 sequence is CSVEGHSGGTYNEQFF. The epitope is TPINLVRDL.